This data is from Full USPTO retrosynthesis dataset with 1.9M reactions from patents (1976-2016). The task is: Predict the reactants needed to synthesize the given product. Given the product [Cl:1][C:2]1[CH:7]=[CH:6][C:5]([O:8][CH3:9])=[CH:4][C:3]=1[NH:10][CH2:11][CH2:12][F:13], predict the reactants needed to synthesize it. The reactants are: [Cl:1][C:2]1[CH:7]=[CH:6][C:5]([O:8][CH3:9])=[CH:4][C:3]=1[NH:10][C:11](=O)[CH2:12][F:13].[BH4-].[Na+].II.